Dataset: Catalyst prediction with 721,799 reactions and 888 catalyst types from USPTO. Task: Predict which catalyst facilitates the given reaction. (1) Reactant: [CH2:1]([N:3]1[C:7]2[CH:8]=[CH:9][C:10]([C:12](O)=[O:13])=[CH:11][C:6]=2[N:5]=[C:4]1[NH:15][C:16]1[S:17][C:18]2[CH:24]=[C:23]([C:25]([F:28])([F:27])[F:26])[CH:22]=[CH:21][C:19]=2[N:20]=1)[CH3:2].[CH3:29][O:30][C:31]([CH3:35])([CH3:34])[CH2:32][NH2:33].CN(C(ON1N=NC2C=CC=CC1=2)=[N+](C)C)C.F[P-](F)(F)(F)(F)F.CCN(C(C)C)C(C)C. The catalyst class is: 3. Product: [CH3:29][O:30][C:31]([CH3:35])([CH3:34])[CH2:32][NH:33][C:12]([C:10]1[CH:9]=[CH:8][C:7]2[N:3]([CH2:1][CH3:2])[C:4]([NH:15][C:16]3[S:17][C:18]4[CH:24]=[C:23]([C:25]([F:26])([F:28])[F:27])[CH:22]=[CH:21][C:19]=4[N:20]=3)=[N:5][C:6]=2[CH:11]=1)=[O:13]. (2) Reactant: [CH3:1][NH:2][C:3](=[O:11])[NH:4][CH:5]1[CH2:10][CH2:9][NH:8][CH2:7][CH2:6]1.[F:12][C:13]([F:43])([F:42])[C:14]1[CH:15]=[C:16]([CH2:24][CH2:25][N:26]([CH3:41])[C:27](=[O:40])[CH:28](OS(C)(=O)=O)[C:29]2[CH:34]=[CH:33][CH:32]=[CH:31][CH:30]=2)[CH:17]=[C:18]([C:20]([F:23])([F:22])[F:21])[CH:19]=1.C(N(CC)CC)C. Product: [F:12][C:13]([F:42])([F:43])[C:14]1[CH:15]=[C:16]([CH2:24][CH2:25][N:26]([CH3:41])[C:27](=[O:40])[CH:28]([N:8]2[CH2:7][CH2:6][CH:5]([NH:4][C:3]([NH:2][CH3:1])=[O:11])[CH2:10][CH2:9]2)[C:29]2[CH:34]=[CH:33][CH:32]=[CH:31][CH:30]=2)[CH:17]=[C:18]([C:20]([F:22])([F:23])[F:21])[CH:19]=1. The catalyst class is: 21. (3) Reactant: [F:1][C:2]1[CH:3]=[N:4][C:5]([O:11][C:12]2[CH:17]=[CH:16][CH:15]=[C:14]([S:18][CH3:19])[CH:13]=2)=[C:6]([CH:10]=1)[C:7]([OH:9])=O.C([N:22]([CH2:25][CH3:26])[CH2:23]C)C.N[N:28]1C=CC=N[CH:29]1[OH:34].Cl.C[N:37](C)CCCN=C=NCC.ON1C2C=CC=CC=2N=N1. Product: [F:1][C:2]1[CH:3]=[N:4][C:5]([O:11][C:12]2[CH:17]=[CH:16][CH:15]=[C:14]([S:18][CH3:19])[CH:13]=2)=[C:6]([CH:10]=1)[C:7]([NH:37][C:26]1[C:29]([OH:34])=[N:28][CH:23]=[N:22][CH:25]=1)=[O:9]. The catalyst class is: 9. (4) Reactant: [CH3:1][O:2][C:3]1[CH:8]=[C:7]([CH3:9])[C:6]([N+:10]([O-])=O)=[C:5]([N+:13]([O-])=O)[C:4]=1[O:16][CH3:17]. Product: [CH3:17][O:16][C:4]1[C:3]([O:2][CH3:1])=[CH:8][C:7]([CH3:9])=[C:6]([NH2:10])[C:5]=1[NH2:13]. The catalyst class is: 14. (5) Reactant: [OH-].[Na+].[S:3](Cl)([C:6]1[CH:12]=[CH:11][C:9]([CH3:10])=[CH:8][CH:7]=1)(=[O:5])=[O:4].[Br:14][C:15]1[CH:23]=[C:22]2[C:18]([C:19]3[CH2:27][CH2:26][N:25]([C:28]([O:30][C:31]([CH3:34])([CH3:33])[CH3:32])=[O:29])[CH2:24][C:20]=3[NH:21]2)=[CH:17][CH:16]=1.CCOC(C)=O. Product: [Br:14][C:15]1[CH:23]=[C:22]2[C:18]([C:19]3[CH2:27][CH2:26][N:25]([C:28]([O:30][C:31]([CH3:34])([CH3:33])[CH3:32])=[O:29])[CH2:24][C:20]=3[N:21]2[S:3]([C:6]2[CH:12]=[CH:11][C:9]([CH3:10])=[CH:8][CH:7]=2)(=[O:5])=[O:4])=[CH:17][CH:16]=1. The catalyst class is: 226. (6) Reactant: [CH:1]1(O)[CH2:4][CH2:3][CH2:2]1.C1(P(C2C=CC=CC=2)C2C=CC=CC=2)C=CC=CC=1.N(C(OC(C)C)=O)=NC(OC(C)C)=O.[CH3:39][N:40]1[C:44]2[CH:45]=[CH:46][C:47]([N:49]3[CH:54]=[C:53]([C:55]([O:57][CH2:58][CH3:59])=[O:56])[C:52](=[O:60])[N:51]([CH2:61][C:62]4[CH:67]=[CH:66][CH:65]=[C:64]([C:68]([F:71])([F:70])[F:69])[C:63]=4[CH3:72])[C:50]3=[O:73])=[CH:48][C:43]=2[NH:42][C:41]1=[O:74]. Product: [CH:1]1([N:42]2[C:43]3[CH:48]=[C:47]([N:49]4[CH:54]=[C:53]([C:55]([O:57][CH2:58][CH3:59])=[O:56])[C:52](=[O:60])[N:51]([CH2:61][C:62]5[CH:67]=[CH:66][CH:65]=[C:64]([C:68]([F:71])([F:69])[F:70])[C:63]=5[CH3:72])[C:50]4=[O:73])[CH:46]=[CH:45][C:44]=3[N:40]([CH3:39])[C:41]2=[O:74])[CH2:4][CH2:3][CH2:2]1. The catalyst class is: 1. (7) Reactant: Cl[C:2]1[CH:7]=[N:6][CH:5]=[C:4]([Cl:8])[N:3]=1.[F:9][C:10]1[CH:15]=[CH:14][C:13]([OH:16])=[CH:12][CH:11]=1.CC(C)([O-])C.[K+]. Product: [Cl:8][C:4]1[CH:5]=[N:6][CH:7]=[C:2]([O:16][C:13]2[CH:14]=[CH:15][C:10]([F:9])=[CH:11][CH:12]=2)[N:3]=1. The catalyst class is: 9. (8) Reactant: [Cl:1][C:2]1[CH:7]=[CH:6][C:5]([S:8]([NH:11][C:12]2[C:13]([C:19]([NH:21][NH2:22])=O)=[N:14][CH:15]=[C:16]([Cl:18])[CH:17]=2)(=[O:10])=[O:9])=[CH:4][C:3]=1[C:23]([F:26])([F:25])[F:24].[N:27]#[C:28]Br.[CH:30]([NH2:33])([CH3:32])[CH3:31]. Product: [NH2:27][C:28]1[N:33]([CH:30]([CH3:32])[CH3:31])[C:19]([C:13]2[C:12]([NH:11][S:8]([C:5]3[CH:6]=[CH:7][C:2]([Cl:1])=[C:3]([C:23]([F:26])([F:25])[F:24])[CH:4]=3)(=[O:10])=[O:9])=[CH:17][C:16]([Cl:18])=[CH:15][N:14]=2)=[N:21][N:22]=1. The catalyst class is: 52. (9) Reactant: [CH3:1][C:2]1[N:3]=[N:4][C:5]([C:8]2[CH:13]=[CH:12][C:11]([S:14]([CH3:17])(=[O:16])=[O:15])=[CH:10][CH:9]=2)=[CH:6][CH:7]=1.[Cl:18]N1C(=O)N(Cl)C(=O)N(Cl)C1=O. Product: [Cl:18][CH2:1][C:2]1[N:3]=[N:4][C:5]([C:8]2[CH:9]=[CH:10][C:11]([S:14]([CH3:17])(=[O:16])=[O:15])=[CH:12][CH:13]=2)=[CH:6][CH:7]=1. The catalyst class is: 22. (10) The catalyst class is: 200. Product: [NH:13]1[CH:14]=[CH:15][CH:16]=[C:12]1[CH2:11][N:9]1[CH:10]=[C:6]([C:4]([O-:5])=[O:3])[CH:7]=[N:8]1.[K+:22]. Reactant: C([O:3][C:4]([C:6]1[CH:7]=[N:8][N:9]([CH2:11][C:12]2[N:13](S(C)(=O)=O)[CH:14]=[CH:15][CH:16]=2)[CH:10]=1)=[O:5])C.[OH-].[K+:22].